This data is from Forward reaction prediction with 1.9M reactions from USPTO patents (1976-2016). The task is: Predict the product of the given reaction. (1) Given the reactants [F:1][C:2]([F:17])([F:16])[C:3]1[CH:4]=[C:5]([CH:9]=[C:10]([C:12]([F:15])([F:14])[F:13])[CH:11]=1)[C:6](Cl)=[O:7].[H][H], predict the reaction product. The product is: [F:1][C:2]([F:16])([F:17])[C:3]1[CH:4]=[C:5]([CH:9]=[C:10]([C:12]([F:15])([F:13])[F:14])[CH:11]=1)[CH:6]=[O:7]. (2) Given the reactants [CH3:1][O:2][C:3]1[CH:4]=[CH:5][CH:6]=[C:7]2[C:11]=1[CH:10]([N:12]1[C:17]3[N:18]=[C:19]([S:22][CH3:23])[N:20]=[CH:21][C:16]=3[CH:15]=[CH:14][C:13]1=[O:24])[CH2:9][CH2:8]2.ClC1C=CC=C(C(OO)=[O:33])C=1, predict the reaction product. The product is: [CH3:1][O:2][C:3]1[CH:4]=[CH:5][CH:6]=[C:7]2[C:11]=1[CH:10]([N:12]1[C:17]3[N:18]=[C:19]([S:22]([CH3:23])=[O:33])[N:20]=[CH:21][C:16]=3[CH:15]=[CH:14][C:13]1=[O:24])[CH2:9][CH2:8]2. (3) Given the reactants [CH:1](O)=[O:2].C(OC(=O)C)(=O)C.[N+:11]([C:14]1[CH:25]=[CH:24][C:23]([O:26][C:27]2[CH:32]=[CH:31][CH:30]=[CH:29][CH:28]=2)=[CH:22][C:15]=1[C:16]([NH:18][CH:19]([CH3:21])[CH3:20])=[O:17])([O-])=O, predict the reaction product. The product is: [CH:1]([NH:11][C:14]1[CH:25]=[CH:24][C:23]([O:26][C:27]2[CH:32]=[CH:31][CH:30]=[CH:29][CH:28]=2)=[CH:22][C:15]=1[C:16]([NH:18][CH:19]([CH3:21])[CH3:20])=[O:17])=[O:2]. (4) Given the reactants [BH4-].[Li+].C([O:5][C:6]([CH:8]1[CH2:13][CH2:12][N:11]([C:14]2[C:15]3[CH:23]([CH3:24])[C:22](=O)[N:21]([C:26]4[C:31]([CH3:32])=[CH:30][C:29]([Br:33])=[CH:28][C:27]=4[CH3:34])[C:16]=3[N:17]=[C:18]([CH3:20])[N:19]=2)[CH2:10][CH2:9]1)=O)C.Cl.[OH-].[Na+], predict the reaction product. The product is: [Br:33][C:29]1[CH:30]=[C:31]([CH3:32])[C:26]([N:21]2[C:16]3[N:17]=[C:18]([CH3:20])[N:19]=[C:14]([N:11]4[CH2:12][CH2:13][CH:8]([CH2:6][OH:5])[CH2:9][CH2:10]4)[C:15]=3[C:23]([CH3:24])=[CH:22]2)=[C:27]([CH3:34])[CH:28]=1.